Dataset: Ames mutagenicity test results for genotoxicity prediction. Task: Regression/Classification. Given a drug SMILES string, predict its toxicity properties. Task type varies by dataset: regression for continuous values (e.g., LD50, hERG inhibition percentage) or binary classification for toxic/non-toxic outcomes (e.g., AMES mutagenicity, cardiotoxicity, hepatotoxicity). Dataset: ames. (1) The compound is ClCCBr. The result is 1 (mutagenic). (2) The compound is O=[N+]([O-])c1ccc(OC[C@H]2CO2)cc1. The result is 1 (mutagenic). (3) The drug is FC(Cl)(Cl)C(F)(Cl)Cl. The result is 1 (mutagenic). (4) The drug is Nc1ccc(Oc2ccc([N+](=O)[O-])cc2)cc1. The result is 1 (mutagenic). (5) The molecule is Nc1nc(O)c2nc(O)n(C3CC(O)C(CO)O3)c2n1. The result is 0 (non-mutagenic). (6) The molecule is O=C1c2ccccc2C(=O)c2c1ccc(O)c2O. The result is 1 (mutagenic). (7) The molecule is Cc1c([N+](=O)[O-])cc([N+](=O)[O-])c(N)c1[N+](=O)[O-]. The result is 1 (mutagenic). (8) The drug is Nc1ccc2nc3c(N)cccc3nc2c1. The result is 1 (mutagenic). (9) The compound is OC1CC23C=CC=CC2(C1)O3. The result is 0 (non-mutagenic). (10) The molecule is CCN(CC)c1ccc2cc(-c3nc4ccccc4n3C)c(=O)oc2c1. The result is 0 (non-mutagenic).